Dataset: Forward reaction prediction with 1.9M reactions from USPTO patents (1976-2016). Task: Predict the product of the given reaction. (1) Given the reactants [NH2:1][C:2]([C:4]1[O:5][CH:6]=[CH:7][C:8]=1[NH:9][C:10](=O)OC(C)(C)C)=[O:3].C(Cl)Cl, predict the reaction product. The product is: [N:9]1[C:8]2[CH:7]=[CH:6][O:5][C:4]=2[C:2](=[O:3])[NH:1][CH:10]=1. (2) Given the reactants CS(O[CH:6]1[CH2:11][CH2:10][N:9]([C:12]([O:14][C:15]([CH3:18])([CH3:17])[CH3:16])=[O:13])[CH2:8][CH2:7]1)(=O)=O.[CH2:19]([O:21][C:22]1[CH:23]=[C:24]([SH:28])[CH:25]=[CH:26][CH:27]=1)[CH3:20], predict the reaction product. The product is: [CH2:19]([O:21][C:22]1[CH:23]=[C:24]([S:28][CH:6]2[CH2:7][CH2:8][N:9]([C:12]([O:14][C:15]([CH3:16])([CH3:17])[CH3:18])=[O:13])[CH2:10][CH2:11]2)[CH:25]=[CH:26][CH:27]=1)[CH3:20]. (3) Given the reactants CN(C)/[CH:3]=[CH:4]/[C:5]([C:7]1[C:12](=[O:13])[CH:11]=[CH:10][N:9]([C:14]2[CH:19]=[CH:18][CH:17]=[C:16]([S:20]([N:23]3[CH2:28][CH2:27][CH2:26][CH2:25][CH2:24]3)(=[O:22])=[O:21])[CH:15]=2)[N:8]=1)=O.[Cl:30][C:31]1[CH:32]=[C:33]2[C:38](=[CH:39][CH:40]=1)[N:37]=[CH:36][CH:35]=[C:34]2[NH:41][NH2:42], predict the reaction product. The product is: [Cl:30][C:31]1[CH:32]=[C:33]2[C:38](=[CH:39][CH:40]=1)[N:37]=[CH:36][CH:35]=[C:34]2[N:41]1[C:5]([C:7]2[C:12](=[O:13])[CH:11]=[CH:10][N:9]([C:14]3[CH:19]=[CH:18][CH:17]=[C:16]([S:20]([N:23]4[CH2:28][CH2:27][CH2:26][CH2:25][CH2:24]4)(=[O:21])=[O:22])[CH:15]=3)[N:8]=2)=[CH:4][CH:3]=[N:42]1. (4) Given the reactants FC(F)(F)C(O)=O.C(OC([N:15]1[CH2:19][C@H:18]2[N:20]([C:24](=[O:31])[C:25]3[CH:30]=[CH:29][CH:28]=[CH:27][CH:26]=3)[CH2:21][C:22](=[O:23])[C@H:17]2[N:16]1[C:32](=[O:51])[C@@H:33]([NH:38][C:39](=[O:50])[C:40]1[CH:45]=[CH:44][C:43]([C:46]([CH3:49])([CH3:48])[CH3:47])=[CH:42][CH:41]=1)[CH2:34][CH:35]([CH3:37])[CH3:36])=O)(C)(C)C, predict the reaction product. The product is: [C:24]([N:20]1[C@H:18]2[C@H:17]([N:16]([C:32]([C@@H:33]([NH:38][C:39](=[O:50])[C:40]3[CH:45]=[CH:44][C:43]([C:46]([CH3:49])([CH3:48])[CH3:47])=[CH:42][CH:41]=3)[CH2:34][CH:35]([CH3:37])[CH3:36])=[O:51])[NH:15][CH2:19]2)[C:22](=[O:23])[CH2:21]1)(=[O:31])[C:25]1[CH:26]=[CH:27][CH:28]=[CH:29][CH:30]=1. (5) Given the reactants [CH:1]1([CH2:4][N:5]2[C:13]3[N:12]=[C:11]([CH2:14][C:15]4[CH:20]=[CH:19][C:18]([NH2:21])=[CH:17][CH:16]=4)[NH:10][C:9]=3[C:8](=[O:22])[N:7]([CH2:23][C:24]3[CH:29]=[CH:28][CH:27]=[CH:26][C:25]=3[F:30])[C:6]2=[O:31])[CH2:3][CH2:2]1.[CH:32](=O)[CH3:33], predict the reaction product. The product is: [CH:1]1([CH2:4][N:5]2[C:13]3[N:12]=[C:11]([CH2:14][C:15]4[CH:16]=[CH:17][C:18]([NH:21][CH2:32][CH3:33])=[CH:19][CH:20]=4)[NH:10][C:9]=3[C:8](=[O:22])[N:7]([CH2:23][C:24]3[CH:29]=[CH:28][CH:27]=[CH:26][C:25]=3[F:30])[C:6]2=[O:31])[CH2:3][CH2:2]1. (6) The product is: [Br:1][C:2]1[N:3]=[C:4]([NH:11][C:12]2[CH:17]=[CH:16][C:15]([N:18]3[CH2:19][CH2:20][N:21]([CH3:27])[CH2:22][CH2:23]3)=[CH:14][N:13]=2)[C:5]2[N:6]([CH:8]=[CH:9][N:10]=2)[CH:7]=1. Given the reactants [Br:1][C:2]1[N:3]=[C:4]([NH:11][C:12]2[CH:17]=[CH:16][C:15]([N:18]3[CH2:23][CH2:22][NH:21][CH2:20][CH2:19]3)=[CH:14][N:13]=2)[C:5]2[N:6]([CH:8]=[CH:9][N:10]=2)[CH:7]=1.C=O.[BH3-][C:27]#N.[Na+], predict the reaction product.